This data is from Forward reaction prediction with 1.9M reactions from USPTO patents (1976-2016). The task is: Predict the product of the given reaction. (1) The product is: [F:17][C:12]1[CH:13]=[CH:14][CH:15]=[CH:16][C:11]=1[C:6]1[CH:5]=[C:4]([C:18]2[CH:23]=[CH:22][CH:21]=[CH:20][C:19]=2[F:24])[C:3]([OH:2])=[CH:8][C:7]=1[OH:9]. Given the reactants C[O:2][C:3]1[CH:8]=[C:7]([O:9]C)[C:6]([C:11]2[CH:16]=[CH:15][CH:14]=[CH:13][C:12]=2[F:17])=[CH:5][C:4]=1[C:18]1[CH:23]=[CH:22][CH:21]=[CH:20][C:19]=1[F:24].ClCCl.B(Br)(Br)Br.CO, predict the reaction product. (2) Given the reactants [F:1][C:2]([F:15])([F:14])[C:3]1[CH:8]=[CH:7][C:6]([C:9]2[O:10][CH:11]=[CH:12][CH:13]=2)=[CH:5][CH:4]=1.C([Li])CCC.Br[C:22]1[CH:32]=[CH:31][CH:30]=[CH:29][C:23]=1[C:24]([O:26][CH2:27][CH3:28])=[O:25].Cl, predict the reaction product. The product is: [F:15][C:2]([F:1])([F:14])[C:3]1[CH:4]=[CH:5][C:6]([C:9]2[O:10][C:11]([C:29]3[CH:30]=[CH:31][CH:32]=[CH:22][C:23]=3[C:24]([O:26][CH2:27][CH3:28])=[O:25])=[CH:12][CH:13]=2)=[CH:7][CH:8]=1. (3) Given the reactants Cl.[C:2]([C:6]1[CH:7]=[C:8]([C:12]2[CH:13]=[C:14]([CH:19]=[CH:20][N:21]=2)[C:15]([O:17][CH3:18])=[O:16])[CH:9]=[CH:10][CH:11]=1)([CH3:5])([CH3:4])[CH3:3], predict the reaction product. The product is: [C:2]([C:6]1[CH:7]=[C:8]([CH:12]2[CH2:13][CH:14]([C:15]([O:17][CH3:18])=[O:16])[CH2:19][CH2:20][NH:21]2)[CH:9]=[CH:10][CH:11]=1)([CH3:5])([CH3:3])[CH3:4]. (4) Given the reactants [Cl:1][C:2]1[CH:3]=[C:4]([CH:19]=[CH:20][C:21]=1[C:22](O)=[O:23])[C:5]([NH:7][CH2:8][C:9]1[NH:13][C:12]2[CH:14]=[CH:15][C:16]([Cl:18])=[CH:17][C:11]=2[N:10]=1)=[O:6].[CH3:25][CH:26]1[CH2:30][CH2:29][CH2:28][NH:27]1.CN(C(ON1N=NC2C=CC=CC1=2)=[N+](C)C)C.[B-](F)(F)(F)F.C(N(CC)CC)C, predict the reaction product. The product is: [Cl:1][C:2]1[CH:3]=[C:4]([CH:19]=[CH:20][C:21]=1[C:22]([N:27]1[CH2:28][CH2:29][CH2:30][CH:26]1[CH3:25])=[O:23])[C:5]([NH:7][CH2:8][C:9]1[NH:13][C:12]2[CH:14]=[CH:15][C:16]([Cl:18])=[CH:17][C:11]=2[N:10]=1)=[O:6]. (5) The product is: [F:17][C:16]([F:19])([F:18])[C:12]1[CH:13]=[C:14]2[S:15][C:7]([CH2:6][N:23]3[CH2:22][CH2:21][N:20]([C:26]4[CH:33]=[CH:32][CH:31]=[CH:30][C:27]=4[C:28]#[N:29])[CH2:25][CH2:24]3)=[CH:8][C:9]2=[N:10][CH:11]=1. Given the reactants CS(O[CH2:6][C:7]1[S:15][C:14]2[C:9](=[N:10][CH:11]=[C:12]([C:16]([F:19])([F:18])[F:17])[CH:13]=2)[CH:8]=1)(=O)=O.[N:20]1([C:26]2[CH:33]=[CH:32][CH:31]=[CH:30][C:27]=2[C:28]#[N:29])[CH2:25][CH2:24][NH:23][CH2:22][CH2:21]1, predict the reaction product. (6) Given the reactants [N+:1]([C:4]1[CH:8]=[CH:7][N:6]([CH2:9][CH2:10][CH3:11])[N:5]=1)([O-])=O.CO.[H][H], predict the reaction product. The product is: [CH2:9]([N:6]1[CH:7]=[CH:8][C:4]([NH2:1])=[N:5]1)[CH2:10][CH3:11]. (7) Given the reactants [CH3:1][N:2]([C-:4]1[CH:8]=[CH:7][CH:6]=[CH:5]1)[CH3:3].[CH-:9]1[CH:13]=[CH:12][CH:11]=[CH:10]1.[Fe+2:14].B(F)(F)F.C[CH2:20][O:21]CC.[Li]CCCC.CN(C=O)C, predict the reaction product. The product is: [CH:20]([C:5]1[C-:4]([N:2]([CH3:3])[CH3:1])[CH:8]=[CH:7][CH:6]=1)=[O:21].[CH-:9]1[CH:13]=[CH:12][CH:11]=[CH:10]1.[Fe+2:14].